From a dataset of Reaction yield outcomes from USPTO patents with 853,638 reactions. Predict the reaction yield, written as a fraction of the theoretical maximum amount of product (1.0 means a 100% yield; for example, 0.34 means a 34% yield). (1) The reactants are [OH:1][CH2:2][C:3]1[CH:4]=[C:5]([C:9]2[C:14]([CH3:15])=[CH:13][C:12]([O:16][CH2:17][C:18]3([OH:24])[CH2:23][CH2:22][S:21][CH2:20][CH2:19]3)=[CH:11][C:10]=2[CH3:25])[CH:6]=[CH:7][CH:8]=1.[F:26][C:27]1[CH:32]=[C:31](O)[CH:30]=[CH:29][C:28]=1[CH2:34][CH2:35][C:36]([O:38][CH2:39][CH3:40])=[O:37].C(P(CCCC)CCCC)CCC.N(C(N1CCCCC1)=O)=NC(N1CCCCC1)=O. The catalyst is O1CCCC1. The product is [F:26][C:27]1[CH:32]=[C:31]([O:1][CH2:2][C:3]2[CH:4]=[C:5]([C:9]3[C:10]([CH3:25])=[CH:11][C:12]([O:16][CH2:17][C:18]4([OH:24])[CH2:23][CH2:22][S:21][CH2:20][CH2:19]4)=[CH:13][C:14]=3[CH3:15])[CH:6]=[CH:7][CH:8]=2)[CH:30]=[CH:29][C:28]=1[CH2:34][CH2:35][C:36]([O:38][CH2:39][CH3:40])=[O:37]. The yield is 0.890. (2) The reactants are [OH-].[K+].[CH3:3][O:4][C:5]1[CH:6]=[C:7]([CH2:13][O:14][C:15]2[CH:16]=[C:17]([NH2:20])[NH:18][N:19]=2)[CH:8]=[C:9]([O:11][CH3:12])[CH:10]=1.C(=O)(OC(C)(C)C)[O:22][C:23]([O:25][C:26]([CH3:29])([CH3:28])[CH3:27])=O. The catalyst is O.ClCCl. The product is [NH2:20][C:17]1[N:18]([C:23]([O:25][C:26]([CH3:29])([CH3:28])[CH3:27])=[O:22])[N:19]=[C:15]([O:14][CH2:13][C:7]2[CH:6]=[C:5]([O:4][CH3:3])[CH:10]=[C:9]([O:11][CH3:12])[CH:8]=2)[CH:16]=1. The yield is 0.990. (3) The reactants are Br[C:2]1[S:6][C:5]([CH2:7][O:8][C:9]2[C:10]([F:19])=[C:11]([C:15]([F:18])=[CH:16][CH:17]=2)[C:12]([NH2:14])=[O:13])=[N:4][C:3]=1[C:20]1[CH:25]=[CH:24][C:23]([O:26][CH3:27])=[CH:22][CH:21]=1.[C:28]([Cu])#[N:29].Cl. The catalyst is N1C=CC=CC=1. The product is [C:28]([C:2]1[S:6][C:5]([CH2:7][O:8][C:9]2[C:10]([F:19])=[C:11]([C:15]([F:18])=[CH:16][CH:17]=2)[C:12]([NH2:14])=[O:13])=[N:4][C:3]=1[C:20]1[CH:25]=[CH:24][C:23]([O:26][CH3:27])=[CH:22][CH:21]=1)#[N:29]. The yield is 0.110. (4) The reactants are CN(CC1N(C[C@H]2CCCN(CC3C=CC=CN=3)C2)C2C=CC=CC=2N=1)[C@@H]1C2N=CC=CC=2CCC1.[CH3:37][N:38]([CH2:49][C:50]1[N:54]([CH2:55][C@H:56]2[CH2:61][CH2:60][CH2:59][NH:58][CH2:57]2)[C:53]2[CH:62]=[CH:63][CH:64]=[CH:65][C:52]=2[N:51]=1)[C@@H:39]1[C:48]2[N:47]=[CH:46][CH:45]=[CH:44][C:43]=2[CH2:42][CH2:41][CH2:40]1.[C:66]([NH:73][CH2:74][CH:75]=O)([O:68][C:69]([CH3:72])([CH3:71])[CH3:70])=[O:67]. No catalyst specified. The product is [CH3:37][N:38]([CH2:49][C:50]1[N:54]([CH2:55][C@H:56]2[CH2:61][CH2:60][CH2:59][N:58]([CH2:75][CH2:74][NH:73][C:66](=[O:67])[O:68][C:69]([CH3:72])([CH3:71])[CH3:70])[CH2:57]2)[C:53]2[CH:62]=[CH:63][CH:64]=[CH:65][C:52]=2[N:51]=1)[C@@H:39]1[C:48]2[N:47]=[CH:46][CH:45]=[CH:44][C:43]=2[CH2:42][CH2:41][CH2:40]1. The yield is 0.230. (5) The reactants are [C:1]([N:8]1[CH2:13][CH2:12][NH:11][CH2:10][CH2:9]1)([O:3][C:4]([CH3:7])([CH3:6])[CH3:5])=[O:2].[CH3:14][C:15]([CH3:20])([CH3:19])[CH2:16][CH:17]=O.C([BH3-])#N.[Na+]. The catalyst is CO.C(O)(=O)C. The product is [C:4]([O:3][C:1]([N:8]1[CH2:9][CH2:10][N:11]([CH2:17][CH2:16][C:15]([CH3:20])([CH3:19])[CH3:14])[CH2:12][CH2:13]1)=[O:2])([CH3:7])([CH3:6])[CH3:5]. The yield is 0.840. (6) The reactants are [Cl-].O[NH3+:3].[C:4](=[O:7])([O-])[OH:5].[Na+].CS(C)=O.[OH:13][C:14]([CH3:53])([CH3:52])[CH2:15][O:16][C@H:17]1[CH2:22][CH2:21][C@H:20]([N:23]2[C:28](=[O:29])[C:27]([CH2:30][C:31]3[CH:36]=[CH:35][C:34]([C:37]4[C:38]([C:43]#[N:44])=[CH:39][CH:40]=[CH:41][CH:42]=4)=[CH:33][CH:32]=3)=[C:26]([CH2:45][CH2:46][CH3:47])[N:25]3[N:48]=[C:49]([CH3:51])[N:50]=[C:24]23)[CH2:19][CH2:18]1. The catalyst is O.C(OCC)(=O)C. The product is [OH:13][C:14]([CH3:52])([CH3:53])[CH2:15][O:16][C@H:17]1[CH2:22][CH2:21][C@H:20]([N:23]2[C:28](=[O:29])[C:27]([CH2:30][C:31]3[CH:36]=[CH:35][C:34]([C:37]4[CH:42]=[CH:41][CH:40]=[CH:39][C:38]=4[C:43]4[NH:3][C:4](=[O:7])[O:5][N:44]=4)=[CH:33][CH:32]=3)=[C:26]([CH2:45][CH2:46][CH3:47])[N:25]3[N:48]=[C:49]([CH3:51])[N:50]=[C:24]23)[CH2:19][CH2:18]1. The yield is 0.390. (7) The reactants are [CH3:1][C:2]1([OH:15])[CH2:5][N:4]([C:6]2[CH:7]=[N:8][C:9]([N+:12]([O-])=O)=[CH:10][CH:11]=2)[CH2:3]1. The catalyst is [Pd].CO. The product is [NH2:12][C:9]1[N:8]=[CH:7][C:6]([N:4]2[CH2:5][C:2]([CH3:1])([OH:15])[CH2:3]2)=[CH:11][CH:10]=1. The yield is 0.920.